Dataset: Forward reaction prediction with 1.9M reactions from USPTO patents (1976-2016). Task: Predict the product of the given reaction. Given the reactants [C@@H:1]12[CH2:8][C@@H:4]([C@@H:5]([OH:7])[CH2:6]1)[CH2:3][C@@H:2]2[OH:9].C1OCCOCCOCCOCCOC1.O1CCCC1.[OH-].[Na+].Br[CH2:33][C:34]1[CH:39]=[CH:38][CH:37]=[CH:36][CH:35]=1, predict the reaction product. The product is: [CH2:33]([O:7][C@H:5]1[CH2:6][C@H:1]2[CH2:8][C@@H:4]1[CH2:3][C@@H:2]2[OH:9])[C:34]1[CH:39]=[CH:38][CH:37]=[CH:36][CH:35]=1.